Dataset: Forward reaction prediction with 1.9M reactions from USPTO patents (1976-2016). Task: Predict the product of the given reaction. (1) Given the reactants [N-:1]=[N+:2]=[N-:3].[Na+].[NH2:5][C:6]1[C:11]([C:12](O)=[O:13])=[C:10]([NH:15][CH2:16][C:17]2[CH:22]=[CH:21][C:20]([Cl:23])=[CH:19][C:18]=2[Cl:24])[N:9]=[C:8]([S:25][CH3:26])N=1.C(OCC)(=O)C.C[N:34](C=O)C, predict the reaction product. The product is: [Cl:24][C:18]1[CH:19]=[C:20]([Cl:23])[CH:21]=[CH:22][C:17]=1[CH2:16][NH:15][C:10]1[N:9]=[C:8]([S:25][CH3:26])[N:1]2[N:2]=[N:3][N:5]=[C:6]2[C:11]=1[C:12]([NH2:34])=[O:13]. (2) Given the reactants [Cl:1][C:2]1[CH:7]=[CH:6][C:5]([C:8]([N:10]2[CH2:15][CH2:14][O:13][CH2:12][CH2:11]2)=[O:9])=[C:4](I)[CH:3]=1.[Cu](C#N)[C:18]#[N:19], predict the reaction product. The product is: [Cl:1][C:2]1[CH:7]=[CH:6][C:5]([C:8]([N:10]2[CH2:15][CH2:14][O:13][CH2:12][CH2:11]2)=[O:9])=[C:4]([CH:3]=1)[C:18]#[N:19]. (3) Given the reactants [Br:1][C:2]1[CH:7]=[CH:6][C:5]([OH:8])=[C:4]([N+:9]([O-:11])=[O:10])[CH:3]=1.[CH2:12](Br)[C:13]1[CH:18]=[CH:17][CH:16]=[CH:15][CH:14]=1.C(OC1C=CC(Br)=CC=1[N+]([O-])=O)C=C, predict the reaction product. The product is: [CH2:12]([O:8][C:5]1[CH:6]=[CH:7][C:2]([Br:1])=[CH:3][C:4]=1[N+:9]([O-:11])=[O:10])[C:13]1[CH:18]=[CH:17][CH:16]=[CH:15][CH:14]=1. (4) The product is: [Cl:1][C:2]1[CH:3]=[CH:4][C:5]([C:8]2[S:38][C:11]3[C:12](=[O:37])[N:13]([CH2:16][C:17]4[CH:18]=[CH:19][CH:20]=[C:21]([O:23][CH2:24][C@H:25]5[CH2:29][CH2:28][CH2:27][NH:26]5)[N:22]=4)[N:14]=[CH:15][C:10]=3[CH:9]=2)=[CH:6][CH:7]=1. Given the reactants [Cl:1][C:2]1[CH:7]=[CH:6][C:5]([C:8]2[S:38][C:11]3[C:12](=[O:37])[N:13]([CH2:16][C:17]4[N:22]=[C:21]([O:23][CH2:24][C@H:25]5[CH2:29][CH2:28][CH2:27][N:26]5C(OC(C)(C)C)=O)[CH:20]=[CH:19][CH:18]=4)[N:14]=[CH:15][C:10]=3[CH:9]=2)=[CH:4][CH:3]=1, predict the reaction product. (5) Given the reactants [NH2:1][C:2]1[NH:6][N:5]=[CH:4][C:3]=1[C:7]([OH:9])=[O:8].C(O[CH:13](OCC)[CH:14]([CH3:22])[CH:15](OCC)OCC)C.Cl, predict the reaction product. The product is: [CH3:22][C:14]1[CH:13]=[N:1][C:2]2[N:6]([N:5]=[CH:4][C:3]=2[C:7]([OH:9])=[O:8])[CH:15]=1.